From a dataset of Reaction yield outcomes from USPTO patents with 853,638 reactions. Predict the reaction yield, written as a fraction of the theoretical maximum amount of product (1.0 means a 100% yield; for example, 0.34 means a 34% yield). (1) The reactants are C([N:8]1[CH2:13][CH2:12][CH:11]([C:14]#[C:15][C:16]2[CH:21]=[CH:20][CH:19]=[CH:18][CH:17]=2)[CH2:10][CH2:9]1)(OC(C)(C)C)=O.FC(F)(F)C(O)=O.FC(F)(F)C([O-])=O.[NH4+]. The catalyst is ClCCl. The product is [C:16]1([C:15]#[C:14][CH:11]2[CH2:10][CH2:9][NH:8][CH2:13][CH2:12]2)[CH:21]=[CH:20][CH:19]=[CH:18][CH:17]=1. The yield is 0.880. (2) The reactants are [N+:1]([C:4]1[CH:14]=[CH:13][CH:12]=[C:6]2[C:7]([NH:9][C:10](=[O:11])[C:5]=12)=[O:8])([O-:3])=[O:2].[OH-:15].[Na+].Cl. The catalyst is O. The product is [N+:1]([C:4]1[CH:14]=[CH:13][CH:12]=[C:6]([C:7]([NH2:9])=[O:8])[C:5]=1[C:10]([OH:15])=[O:11])([O-:3])=[O:2]. The yield is 0.730. (3) The reactants are [Br:1][C:2]1[CH:6]=[N:5][N:4]([CH3:7])[C:3]=1[C:8]1[CH:9]=[C:10]([NH:15][C:16]([NH:18][C:19]2[CH:24]=[CH:23][C:22]([F:25])=[CH:21][C:20]=2[F:26])=[O:17])[CH:11]=[CH:12][C:13]=1[OH:14].C1C=CC(P(C2C=CC=CC=2)C2C=CC=CC=2)=CC=1.[CH3:46][N:47]([CH3:51])[CH2:48][CH2:49]O.CC(OC(/N=N/C(OC(C)C)=O)=O)C. The catalyst is C1COCC1. The product is [Br:1][C:2]1[CH:6]=[N:5][N:4]([CH3:7])[C:3]=1[C:8]1[CH:9]=[C:10]([NH:15][C:16]([NH:18][C:19]2[CH:24]=[CH:23][C:22]([F:25])=[CH:21][C:20]=2[F:26])=[O:17])[CH:11]=[CH:12][C:13]=1[O:14][CH2:49][CH2:48][N:47]([CH3:51])[CH3:46]. The yield is 0.310.